From a dataset of Retrosynthesis with 50K atom-mapped reactions and 10 reaction types from USPTO. Predict the reactants needed to synthesize the given product. Given the product COC(=O)c1cccc(OCc2nc3ccc(Oc4ncc(Br)c(OC)c4Br)cc3n2C)c1, predict the reactants needed to synthesize it. The reactants are: COC(=O)c1cccc(OCc2nc3ccc(Oc4ncc(Br)c(Cl)c4Br)cc3n2C)c1.C[O-].